This data is from NCI-60 drug combinations with 297,098 pairs across 59 cell lines. The task is: Regression. Given two drug SMILES strings and cell line genomic features, predict the synergy score measuring deviation from expected non-interaction effect. (1) Drug 1: CC12CCC(CC1=CCC3C2CCC4(C3CC=C4C5=CN=CC=C5)C)O. Drug 2: CC1=C(C=C(C=C1)C(=O)NC2=CC(=CC(=C2)C(F)(F)F)N3C=C(N=C3)C)NC4=NC=CC(=N4)C5=CN=CC=C5. Cell line: 786-0. Synergy scores: CSS=-0.138, Synergy_ZIP=-1.15, Synergy_Bliss=-1.19, Synergy_Loewe=-6.06, Synergy_HSA=-2.69. (2) Drug 1: CC1=C(C(=CC=C1)Cl)NC(=O)C2=CN=C(S2)NC3=CC(=NC(=N3)C)N4CCN(CC4)CCO. Drug 2: CN(CCCl)CCCl.Cl. Cell line: NCI-H226. Synergy scores: CSS=8.48, Synergy_ZIP=-4.12, Synergy_Bliss=1.51, Synergy_Loewe=-5.64, Synergy_HSA=1.08. (3) Drug 1: C1=CC(=CC=C1C#N)C(C2=CC=C(C=C2)C#N)N3C=NC=N3. Drug 2: CC(C)CN1C=NC2=C1C3=CC=CC=C3N=C2N. Cell line: BT-549. Synergy scores: CSS=-1.52, Synergy_ZIP=-0.196, Synergy_Bliss=-3.97, Synergy_Loewe=-2.19, Synergy_HSA=-4.79. (4) Drug 1: C1=NC(=NC(=O)N1C2C(C(C(O2)CO)O)O)N. Synergy scores: CSS=11.3, Synergy_ZIP=0.397, Synergy_Bliss=5.36, Synergy_Loewe=-1.49, Synergy_HSA=4.76. Drug 2: C1CN(P(=O)(OC1)NCCCl)CCCl. Cell line: MALME-3M. (5) Cell line: MOLT-4. Synergy scores: CSS=75.3, Synergy_ZIP=-0.949, Synergy_Bliss=-0.464, Synergy_Loewe=3.18, Synergy_HSA=5.52. Drug 1: C1=NC2=C(N1)C(=S)N=C(N2)N. Drug 2: C1C(C(OC1N2C=NC(=NC2=O)N)CO)O. (6) Drug 1: CS(=O)(=O)CCNCC1=CC=C(O1)C2=CC3=C(C=C2)N=CN=C3NC4=CC(=C(C=C4)OCC5=CC(=CC=C5)F)Cl. Drug 2: C(CC(=O)O)C(=O)CN.Cl. Cell line: HS 578T. Synergy scores: CSS=8.31, Synergy_ZIP=-3.46, Synergy_Bliss=-0.000219, Synergy_Loewe=-1.54, Synergy_HSA=-0.852.